This data is from Peptide-MHC class II binding affinity with 134,281 pairs from IEDB. The task is: Regression. Given a peptide amino acid sequence and an MHC pseudo amino acid sequence, predict their binding affinity value. This is MHC class II binding data. (1) The peptide sequence is ELQHIILNASYITPY. The binding affinity (normalized) is 0. The MHC is DRB1_0802 with pseudo-sequence DRB1_0802. (2) The peptide sequence is TASKLLEDRVGLNHI. The MHC is DRB5_0101 with pseudo-sequence DRB5_0101. The binding affinity (normalized) is 0.291. (3) The peptide sequence is APPRLICDSRVLERY. The MHC is DRB1_0401 with pseudo-sequence DRB1_0401. The binding affinity (normalized) is 0.151. (4) The peptide sequence is TWYGKPTGAGPKDNG. The MHC is HLA-DPA10201-DPB10501 with pseudo-sequence HLA-DPA10201-DPB10501. The binding affinity (normalized) is 0.